Dataset: Forward reaction prediction with 1.9M reactions from USPTO patents (1976-2016). Task: Predict the product of the given reaction. (1) Given the reactants [Cl:1][C:2]1[CH:3]=[CH:4][C:5]2[N:11]3[CH:12]=[CH:13][CH:14]=[C:10]3[C@@H:9]([CH2:15][CH2:16][C:17]([NH:19][CH2:20][CH2:21][C:22]#[N:23])=O)[O:8][C@H:7]([C:24]3[CH:29]=[CH:28][CH:27]=[C:26]([O:30][CH3:31])[C:25]=3[O:32][CH3:33])[C:6]=2[CH:34]=1.C1(P(C2C=CC=CC=2)C2C=CC=CC=2)C=CC=CC=1.C[Si]([N:58]=[N+:59]=[N-:60])(C)C.C(=O)(O)[O-].[Na+], predict the reaction product. The product is: [Cl:1][C:2]1[CH:3]=[CH:4][C:5]2[N:11]3[CH:12]=[CH:13][CH:14]=[C:10]3[C@@H:9]([CH2:15][CH2:16][C:17]3[N:19]([CH2:20][CH2:21][C:22]#[N:23])[N:60]=[N:59][N:58]=3)[O:8][C@H:7]([C:24]3[CH:29]=[CH:28][CH:27]=[C:26]([O:30][CH3:31])[C:25]=3[O:32][CH3:33])[C:6]=2[CH:34]=1. (2) The product is: [CH2:16]([O:23][C:24]([N:26]1[CH2:27][CH2:28][N:29]([CH2:32][CH2:33][O:13][C:10]2[CH:9]=[CH:8][CH:7]=[C:6]3[C:11]=2[CH:12]=[C:3]([O:2][CH3:1])[CH:4]=[N:5]3)[CH2:30][CH2:31]1)=[O:25])[C:17]1[CH:22]=[CH:21][CH:20]=[CH:19][CH:18]=1. Given the reactants [CH3:1][O:2][C:3]1[CH:4]=[N:5][C:6]2[CH:7]=[CH:8][CH:9]=[C:10]([OH:13])[C:11]=2[CH:12]=1.[H-].[Na+].[CH2:16]([O:23][C:24]([N:26]1[CH2:31][CH2:30][N:29]([CH2:32][CH2:33]OS(C)(=O)=O)[CH2:28][CH2:27]1)=[O:25])[C:17]1[CH:22]=[CH:21][CH:20]=[CH:19][CH:18]=1, predict the reaction product. (3) The product is: [F:1][C:2]([F:7])([F:6])[C:3]([OH:5])=[O:4].[N:36]1([CH2:35][C:20]2[CH:19]=[CH:18][C:17]([O:16][CH3:15])=[C:25]3[C:21]=2[CH:22]=[CH:23][N:24]3[S:26]([C:29]2[CH:30]=[CH:31][CH:32]=[CH:33][CH:34]=2)(=[O:28])=[O:27])[CH2:41][CH2:38][CH2:37]1. Given the reactants [F:1][C:2]([F:7])([F:6])[C:3]([OH:5])=[O:4].FC(F)(F)C(O)=O.[CH3:15][O:16][C:17]1[CH:18]=[CH:19][C:20]([CH2:35][N:36]2[CH2:41]CN[CH2:38][CH2:37]2)=[C:21]2[C:25]=1[N:24]([S:26]([C:29]1[CH:34]=[CH:33][CH:32]=[CH:31][CH:30]=1)(=[O:28])=[O:27])[CH:23]=[CH:22]2.Cl.N1CCC1.C([O-])(=O)C.[Na+].C(O[BH-](OC(=O)C)OC(=O)C)(=O)C.[Na+], predict the reaction product.